This data is from NCI-60 drug combinations with 297,098 pairs across 59 cell lines. The task is: Regression. Given two drug SMILES strings and cell line genomic features, predict the synergy score measuring deviation from expected non-interaction effect. (1) Drug 1: C1=NC(=NC(=O)N1C2C(C(C(O2)CO)O)O)N. Drug 2: C1C(C(OC1N2C=NC3=C2NC=NCC3O)CO)O. Cell line: HCT116. Synergy scores: CSS=59.0, Synergy_ZIP=0.185, Synergy_Bliss=-0.804, Synergy_Loewe=-7.23, Synergy_HSA=0.299. (2) Drug 1: COC1=C(C=C2C(=C1)N=CN=C2NC3=CC(=C(C=C3)F)Cl)OCCCN4CCOCC4. Drug 2: CC=C1C(=O)NC(C(=O)OC2CC(=O)NC(C(=O)NC(CSSCCC=C2)C(=O)N1)C(C)C)C(C)C. Cell line: HOP-92. Synergy scores: CSS=50.8, Synergy_ZIP=-1.62, Synergy_Bliss=-0.635, Synergy_Loewe=-1.24, Synergy_HSA=1.56. (3) Drug 1: CC(C1=C(C=CC(=C1Cl)F)Cl)OC2=C(N=CC(=C2)C3=CN(N=C3)C4CCNCC4)N. Drug 2: CN(C(=O)NC(C=O)C(C(C(CO)O)O)O)N=O. Cell line: SK-MEL-5. Synergy scores: CSS=-3.66, Synergy_ZIP=-0.0699, Synergy_Bliss=-7.10, Synergy_Loewe=-12.2, Synergy_HSA=-12.2. (4) Drug 1: CC1=C(C(=O)C2=C(C1=O)N3CC4C(C3(C2COC(=O)N)OC)N4)N. Drug 2: C1CCC(C(C1)N)N.C(=O)(C(=O)[O-])[O-].[Pt+4]. Cell line: SNB-75. Synergy scores: CSS=36.2, Synergy_ZIP=-11.0, Synergy_Bliss=-2.08, Synergy_Loewe=-4.79, Synergy_HSA=0.220. (5) Drug 1: CCCS(=O)(=O)NC1=C(C(=C(C=C1)F)C(=O)C2=CNC3=C2C=C(C=N3)C4=CC=C(C=C4)Cl)F. Drug 2: C1=CC(=CC=C1C#N)C(C2=CC=C(C=C2)C#N)N3C=NC=N3. Cell line: SF-539. Synergy scores: CSS=3.38, Synergy_ZIP=-1.49, Synergy_Bliss=0.950, Synergy_Loewe=2.02, Synergy_HSA=1.56. (6) Drug 1: CCC1=C2CN3C(=CC4=C(C3=O)COC(=O)C4(CC)O)C2=NC5=C1C=C(C=C5)O. Drug 2: CC(C)(C#N)C1=CC(=CC(=C1)CN2C=NC=N2)C(C)(C)C#N. Cell line: SN12C. Synergy scores: CSS=17.5, Synergy_ZIP=-8.58, Synergy_Bliss=-5.48, Synergy_Loewe=-16.9, Synergy_HSA=-6.04. (7) Drug 1: CCC1=C2CN3C(=CC4=C(C3=O)COC(=O)C4(CC)O)C2=NC5=C1C=C(C=C5)O. Drug 2: CC1C(C(CC(O1)OC2CC(OC(C2O)C)OC3=CC4=CC5=C(C(=O)C(C(C5)C(C(=O)C(C(C)O)O)OC)OC6CC(C(C(O6)C)O)OC7CC(C(C(O7)C)O)OC8CC(C(C(O8)C)O)(C)O)C(=C4C(=C3C)O)O)O)O. Cell line: KM12. Synergy scores: CSS=61.9, Synergy_ZIP=-5.24, Synergy_Bliss=0.526, Synergy_Loewe=-1.12, Synergy_HSA=-0.727. (8) Drug 1: C1CN1C2=NC(=NC(=N2)N3CC3)N4CC4. Drug 2: CN(CCCl)CCCl.Cl. Cell line: MDA-MB-231. Synergy scores: CSS=21.6, Synergy_ZIP=-11.3, Synergy_Bliss=-8.46, Synergy_Loewe=-5.54, Synergy_HSA=-3.25.